Dataset: Reaction yield outcomes from USPTO patents with 853,638 reactions. Task: Predict the reaction yield, written as a fraction of the theoretical maximum amount of product (1.0 means a 100% yield; for example, 0.34 means a 34% yield). The reactants are Cl[C:2]1[CH:7]=[CH:6][N:5]=[C:4]2[NH:8][C:9]([C:11]3[CH:12]=[N:13][N:14]([CH3:16])[CH:15]=3)=[N:10][C:3]=12.[C:17]([O:21][C:22]([N:24]1[CH2:28][CH2:27][CH2:26][CH:25]1[C:29]1[CH:34]=[CH:33][C:32](B2OC(C)(C)C(C)(C)O2)=[CH:31][CH:30]=1)=[O:23])([CH3:20])([CH3:19])[CH3:18].P([O-])([O-])([O-])=O.[K+].[K+].[K+].C([O-])(=O)C.[Na+].C1(P(C2C=CC=CC=2)C2C=CC=CC=2)CCCC1. The catalyst is Cl[Pd]Cl.[Fe].ClCCl.C(#N)C. The product is [C:17]([O:21][C:22]([N:24]1[CH2:28][CH2:27][CH2:26][CH:25]1[C:29]1[CH:34]=[CH:33][C:32]([C:2]2[CH:7]=[CH:6][N:5]=[C:4]3[NH:8][C:9]([C:11]4[CH:12]=[N:13][N:14]([CH3:16])[CH:15]=4)=[N:10][C:3]=23)=[CH:31][CH:30]=1)=[O:23])([CH3:20])([CH3:18])[CH3:19]. The yield is 0.650.